From a dataset of NCI-60 drug combinations with 297,098 pairs across 59 cell lines. Regression. Given two drug SMILES strings and cell line genomic features, predict the synergy score measuring deviation from expected non-interaction effect. (1) Drug 1: CCC1(CC2CC(C3=C(CCN(C2)C1)C4=CC=CC=C4N3)(C5=C(C=C6C(=C5)C78CCN9C7C(C=CC9)(C(C(C8N6C=O)(C(=O)OC)O)OC(=O)C)CC)OC)C(=O)OC)O.OS(=O)(=O)O. Drug 2: CN1C(=O)N2C=NC(=C2N=N1)C(=O)N. Cell line: ACHN. Synergy scores: CSS=4.49, Synergy_ZIP=0.479, Synergy_Bliss=6.07, Synergy_Loewe=3.75, Synergy_HSA=3.61. (2) Drug 1: COC1=NC(=NC2=C1N=CN2C3C(C(C(O3)CO)O)O)N. Drug 2: C1CC(=O)NC(=O)C1N2C(=O)C3=CC=CC=C3C2=O. Cell line: KM12. Synergy scores: CSS=3.61, Synergy_ZIP=-1.81, Synergy_Bliss=-3.20, Synergy_Loewe=-0.210, Synergy_HSA=-2.22.